From a dataset of Full USPTO retrosynthesis dataset with 1.9M reactions from patents (1976-2016). Predict the reactants needed to synthesize the given product. (1) Given the product [C:32]([OH:45])(=[O:44])[CH:33]=[CH2:34].[NH2:26][C:27]([O:19][CH2:1][CH3:2])=[O:28], predict the reactants needed to synthesize it. The reactants are: [CH2:1]([OH:19])[CH2:2]CCCCCCCCCCCCCCCC.C(N=C=O)CCCCC[N:26]=[C:27]=[O:28].[C:32]([O-:45])(=[O:44])[CH2:33][CH2:34]CCCCCCCCC.C([Sn+2]CCCC)CCC.[C:32]([O-:45])(=[O:44])[CH2:33][CH2:34]CCCCCCCCC.C(OCCO)(=O)C=C.COC1C=CC(O)=CC=1. (2) Given the product [F:12][C:13]1[CH:27]=[CH:26][C:25]([F:28])=[CH:24][C:14]=1[O:15][C:16]1([CH2:22][OH:23])[CH2:21][CH2:20][CH2:19][N:18]([N:1]=[O:3])[CH2:17]1, predict the reactants needed to synthesize it. The reactants are: [N:1]([O-:3])=O.[Na+].C(O)(C(F)(F)F)=O.[F:12][C:13]1[CH:27]=[CH:26][C:25]([F:28])=[CH:24][C:14]=1[O:15][C:16]1([CH2:22][OH:23])[CH2:21][CH2:20][CH2:19][NH:18][CH2:17]1.[OH-].[Na+]. (3) Given the product [CH3:1][N:2]1[CH:6]=[C:5]([NH:7][C:8]2[N:13]=[C:12]([CH2:14][CH2:15][C:16]3[CH:21]=[CH:20][CH:19]=[CH:18][C:17]=3[C:22]3([C:25]([NH2:27])=[O:26])[CH2:24][CH2:23]3)[C:11]([C:28]([F:29])([F:31])[F:30])=[CH:10][N:9]=2)[CH:4]=[N:3]1, predict the reactants needed to synthesize it. The reactants are: [CH3:1][N:2]1[CH:6]=[C:5]([NH:7][C:8]2[N:13]=[C:12]([C:14]#[C:15][C:16]3[CH:21]=[CH:20][CH:19]=[CH:18][C:17]=3[C:22]3([C:25]([NH2:27])=[O:26])[CH2:24][CH2:23]3)[C:11]([C:28]([F:31])([F:30])[F:29])=[CH:10][N:9]=2)[CH:4]=[N:3]1. (4) Given the product [CH2:24]([C:23]1[CH:39]=[C:75]([C:74]2[N:76]=[CH:54][O:50][CH:48]=2)[C:26]([OH:28])=[CH:27][C:22]=1[O:21][CH2:20][CH2:19][CH2:18][O:17][C:13]1[C:12]([CH2:41][CH2:42][CH3:43])=[C:11]([CH:16]=[CH:15][CH:14]=1)[O:10][C:5]1[CH:6]=[CH:7][CH:8]=[CH:9][C:4]=1[C:3]([OH:2])=[O:44])[CH3:25], predict the reactants needed to synthesize it. The reactants are: C[O:2][C:3](=[O:44])[C:4]1[CH:9]=[CH:8][CH:7]=[CH:6][C:5]=1[O:10][C:11]1[CH:16]=[CH:15][CH:14]=[C:13]([O:17][CH2:18][CH2:19][CH2:20][O:21][C:22]2[CH:27]=[C:26]([O:28]CC3C=CC=CC=3)[C:25](C(=O)C)=[CH:24][C:23]=2[CH2:39]C)[C:12]=1[CH2:41][CH2:42][CH3:43].O.FC(F)(F)[C:48]([OH:50])=O.F[C:54](F)(F)C(OI(C1C=CC=CC=1)OC(=O)C(F)(F)F)=O.[C:74](#[N:76])[CH3:75]. (5) The reactants are: O[Li].O.C[O:5][C:6](=[O:42])[CH:7]([NH:34][C:35]([O:37][C:38]([CH3:41])([CH3:40])[CH3:39])=[O:36])[CH2:8][C:9]1[CH:14]=[CH:13][C:12]([O:15][CH2:16][CH2:17][C@H:18]([CH:20]2[CH2:25][CH2:24][N:23]([C:26]3[O:30][N:29]=[C:28]([CH:31]([CH3:33])[CH3:32])[N:27]=3)[CH2:22][CH2:21]2)[CH3:19])=[CH:11][CH:10]=1. Given the product [C:38]([O:37][C:35]([NH:34][CH:7]([CH2:8][C:9]1[CH:14]=[CH:13][C:12]([O:15][CH2:16][CH2:17][C@H:18]([CH:20]2[CH2:21][CH2:22][N:23]([C:26]3[O:30][N:29]=[C:28]([CH:31]([CH3:33])[CH3:32])[N:27]=3)[CH2:24][CH2:25]2)[CH3:19])=[CH:11][CH:10]=1)[C:6]([OH:42])=[O:5])=[O:36])([CH3:41])([CH3:39])[CH3:40], predict the reactants needed to synthesize it. (6) Given the product [F:22][C:23]1[CH:24]=[C:25]([C:2]2[S:6][C:5]([S:7]([NH:10][C:11]3[CH:16]=[CH:15][CH:14]=[C:13]([C:17]4[NH:21][N:20]=[N:19][N:18]=4)[CH:12]=3)(=[O:9])=[O:8])=[CH:4][CH:3]=2)[CH:26]=[C:27]([F:29])[CH:28]=1, predict the reactants needed to synthesize it. The reactants are: Br[C:2]1[S:6][C:5]([S:7]([NH:10][C:11]2[CH:16]=[CH:15][CH:14]=[C:13]([C:17]3[NH:21][N:20]=[N:19][N:18]=3)[CH:12]=2)(=[O:9])=[O:8])=[CH:4][CH:3]=1.[F:22][C:23]1[CH:24]=[C:25](B(O)O)[CH:26]=[C:27]([F:29])[CH:28]=1. (7) The reactants are: [NH:1]1[CH:5]=[CH:4][CH:3]=[N:2]1.[C:6]([OH:10])(=[O:9])[CH:7]=[CH2:8]. Given the product [N:1]1([CH2:8][CH2:7][C:6]([OH:10])=[O:9])[CH:5]=[CH:4][CH:3]=[N:2]1, predict the reactants needed to synthesize it. (8) Given the product [CH3:1][O:2][C:3]([C:5]1[CH:6]=[CH:7][C:8]2[O:12][C:11]([CH:13]([CH:25]([C:5]3[CH:6]=[CH:7][C:36]([O:39][CH2:29][C:30](=[O:35])[C:31]([CH3:34])([CH3:33])[CH3:32])=[C:9]([CH2:10][CH3:11])[CH:27]=3)[CH3:26])[CH2:14][CH3:15])=[CH:10][C:9]=2[CH:27]=1)=[O:4], predict the reactants needed to synthesize it. The reactants are: [CH3:1][O:2][C:3]([C:5]1[CH:6]=[CH:7][C:8]2[O:12][C:11]([C:13]([CH2:25][CH3:26])(C3C=CC(O)=C(CC)C=3)[CH2:14][CH3:15])=[CH:10][C:9]=2[CH:27]=1)=[O:4].Br[CH2:29][C:30](=[O:35])[C:31]([CH3:34])([CH3:33])[CH3:32].[C:36]([O-:39])([O-])=O.[K+].[K+].